From a dataset of Reaction yield outcomes from USPTO patents with 853,638 reactions. Predict the reaction yield, written as a fraction of the theoretical maximum amount of product (1.0 means a 100% yield; for example, 0.34 means a 34% yield). The reactants are C([O:5][C:6](=[O:36])[CH:7]([NH:20][C:21]([C:23]1[CH:24]=[C:25]([C:29]2[CH:34]=[CH:33][C:32]([CH3:35])=[CH:31][CH:30]=2)[CH:26]=[CH:27][CH:28]=1)=[O:22])[CH2:8][C:9]1[CH:14]=[CH:13][C:12]([C:15](O)=[N:16][OH:17])=[C:11]([F:19])[CH:10]=1)(C)(C)C.C(OC(=O)[CH:43]([NH:54][C:55]([C:57]1C=C(C2C=CC(C)=CC=2)C=CC=1)=[O:56])[CH2:44][C:45]1[CH:50]=[CH:49]C(C#N)=C(F)[CH:46]=1)(C)(C)C.Cl.[NH2:72]O.C([O-])(O)=O.[Na+]. The catalyst is C(O)C. The product is [F:19][C:11]1[CH:10]=[C:9]([CH2:8][CH:7]([NH:20][C:21]([C:23]2[CH:24]=[C:25]([C:29]3[CH:34]=[CH:33][C:32]([CH3:35])=[CH:31][CH:30]=3)[CH:26]=[CH:27][CH:28]=2)=[O:22])[C:6]([OH:5])=[O:36])[CH:14]=[CH:13][C:12]=1[C:15]1[N:72]=[C:57]([C:55]([N:54]2[CH2:43][CH2:44][CH:45]([CH3:46])[CH2:50][CH2:49]2)=[O:56])[O:17][N:16]=1. The yield is 0.930.